The task is: Predict the reaction yield, written as a fraction of the theoretical maximum amount of product (1.0 means a 100% yield; for example, 0.34 means a 34% yield).. This data is from Reaction yield outcomes from USPTO patents with 853,638 reactions. (1) The reactants are [Br:1][C:2]1[CH:3]=[N:4][C:5]([O:11][CH3:12])=[C:6]([CH:10]=1)[C:7](O)=[O:8].Cl.[CH3:14][NH2:15]. No catalyst specified. The product is [Br:1][C:2]1[CH:3]=[N:4][C:5]([O:11][CH3:12])=[C:6]([CH:10]=1)[C:7]([NH:15][CH3:14])=[O:8]. The yield is 0.430. (2) The reactants are [O:1]1[C:5]2[CH:6]=[CH:7][CH:8]=[CH:9][C:4]=2[CH:3]=[C:2]1[CH:10]1[CH2:15][CH2:14][CH:13]([C:16]([OH:18])=O)[CH2:12][CH2:11]1.Cl.CN(C)CCCN=C=NCC.[C:31]1([S:41]([NH2:44])(=[O:43])=[O:42])[C:32]([S:37]([NH2:40])(=[O:39])=[O:38])=[CH:33][CH:34]=[CH:35][CH:36]=1. The catalyst is CN(C)C1C=CN=CC=1.CN(C)C=O. The product is [O:1]1[C:5]2[CH:6]=[CH:7][CH:8]=[CH:9][C:4]=2[CH:3]=[C:2]1[CH:10]1[CH2:11][CH2:12][CH:13]([C:16]([NH:44][S:41]([C:31]2[CH:36]=[CH:35][CH:34]=[CH:33][C:32]=2[S:37](=[O:39])(=[O:38])[NH2:40])(=[O:43])=[O:42])=[O:18])[CH2:14][CH2:15]1. The yield is 0.380. (3) The reactants are [Cl:1][C:2]1[CH:7]=[CH:6][CH:5]=[C:4]([F:8])[C:3]=1[C:9]1[NH:13][C:12]([C:14]2[N:19]=[C:18]([NH:20][CH2:21][C:22]([CH3:25])([CH3:24])[CH3:23])[C:17]([N+:26]([O-])=O)=[CH:16][CH:15]=2)=[C:11]([C:29]2[CH:34]=[CH:33][CH:32]=[CH:31][CH:30]=2)[N:10]=1.O.O.[Sn](Cl)Cl.[N:40]#[C:41]Br.C(OCC)(=O)C. The catalyst is C(O)C.O. The product is [Cl:1][C:2]1[CH:7]=[CH:6][CH:5]=[C:4]([F:8])[C:3]=1[C:9]1[NH:13][C:12]([C:14]2[N:19]=[C:18]3[N:20]([CH2:21][C:22]([CH3:25])([CH3:24])[CH3:23])[C:41]([NH2:40])=[N:26][C:17]3=[CH:16][CH:15]=2)=[C:11]([C:29]2[CH:34]=[CH:33][CH:32]=[CH:31][CH:30]=2)[N:10]=1. The yield is 0.600. (4) The reactants are F[C:2](F)(F)[C:3](O)=[O:4].[F:8][C:9]1[C:10]([C:33]([F:36])([F:35])[F:34])=[C:11]([CH:16]2[CH2:21][CH2:20][N:19]([C:22]([C:24]3[C:32]4[CH2:31][CH2:30][NH:29][CH2:28][C:27]=4[NH:26][N:25]=3)=[O:23])[CH2:18][CH2:17]2)[CH:12]=[CH:13][C:14]=1[F:15].C(Cl)(=O)C. No catalyst specified. The product is [F:8][C:9]1[C:10]([C:33]([F:34])([F:35])[F:36])=[C:11]([CH:16]2[CH2:17][CH2:18][N:19]([C:22]([C:24]3[C:32]4[CH2:31][CH2:30][N:29]([C:3](=[O:4])[CH3:2])[CH2:28][C:27]=4[NH:26][N:25]=3)=[O:23])[CH2:20][CH2:21]2)[CH:12]=[CH:13][C:14]=1[F:15]. The yield is 0.800. (5) The catalyst is C(O)(C)C. The reactants are [C:1]([C:5]1[O:9][N:8]=[C:7]([NH:10][C:11]([NH:13][C:14]2[CH:19]=[CH:18][CH:17]=[C:16]([OH:20])[CH:15]=2)=[O:12])[CH:6]=1)([CH3:4])([CH3:3])[CH3:2].Cl[C:22]1[C:31]2[C:26](=[CH:27][C:28]([O:39][CH3:40])=[CH:29][C:30]=2[O:32][CH:33]2[CH2:38][CH2:37][O:36][CH2:35][CH2:34]2)[N:25]=[CH:24][N:23]=1.C([O-])([O-])=O.[Cs+].[Cs+]. The yield is 0.280. The product is [C:1]([C:5]1[O:9][N:8]=[C:7]([NH:10][C:11]([NH:13][C:14]2[CH:19]=[CH:18][CH:17]=[C:16]([O:20][C:22]3[C:31]4[C:26](=[CH:27][C:28]([O:39][CH3:40])=[CH:29][C:30]=4[O:32][CH:33]4[CH2:34][CH2:35][O:36][CH2:37][CH2:38]4)[N:25]=[CH:24][N:23]=3)[CH:15]=2)=[O:12])[CH:6]=1)([CH3:4])([CH3:2])[CH3:3]. (6) The reactants are [OH:1][C@@H:2]1[CH2:6][NH:5][CH2:4][C@H:3]1[NH:7][C:8](=[O:23])[CH2:9][NH:10][C:11](=[O:22])[C:12]1[CH:17]=[CH:16][CH:15]=[C:14]([C:18]([F:21])([F:20])[F:19])[CH:13]=1.[CH3:24][O:25][C:26]1[N:31]=[CH:30][C:29]([N:32]2[CH2:37][CH2:36][C:35](=O)[CH2:34][CH2:33]2)=[CH:28][CH:27]=1.C(O[BH-](OC(=O)C)OC(=O)C)(=O)C.[Na+].C([O-])(O)=O.[Na+]. The catalyst is CO.ClCCl. The product is [OH:1][C@H:2]1[CH2:6][N:5]([CH:35]2[CH2:36][CH2:37][N:32]([C:29]3[CH:30]=[N:31][C:26]([O:25][CH3:24])=[CH:27][CH:28]=3)[CH2:33][CH2:34]2)[CH2:4][C@@H:3]1[NH:7][C:8](=[O:23])[CH2:9][NH:10][C:11](=[O:22])[C:12]1[CH:17]=[CH:16][CH:15]=[C:14]([C:18]([F:20])([F:21])[F:19])[CH:13]=1. The yield is 0.930.